From a dataset of Full USPTO retrosynthesis dataset with 1.9M reactions from patents (1976-2016). Predict the reactants needed to synthesize the given product. (1) Given the product [I:20][C:17]1[CH:16]=[N:15][C:14]([NH2:18])=[C:13]2[O:19][C:10]([C:3]3[C:4]4[C:5](=[CH:6][N:7]=[N:8][CH:9]=4)[S:1][CH:2]=3)=[CH:11][C:12]=12, predict the reactants needed to synthesize it. The reactants are: [S:1]1[C:5]2=[CH:6][N:7]=[N:8][CH:9]=[C:4]2[C:3]([C:10]2[O:19][C:13]3=[C:14]([NH2:18])[N:15]=[CH:16][CH:17]=[C:12]3[CH:11]=2)=[CH:2]1.[I:20]N1C(=O)CCC1=O. (2) The reactants are: [Si]([O:18][C:19]1[CH:56]=[CH:55][C:22]([O:23][CH2:24][C@@H:25]([OH:54])[CH2:26][NH:27][CH2:28][CH2:29][C:30]2[CH:35]=[CH:34][C:33]([NH:36][CH:37]3[CH2:42][CH2:41][N:40]([C:43]4[S:44][CH:45]=[C:46]([C:48]5[CH:53]=[CH:52][CH:51]=[CH:50][CH:49]=5)[N:47]=4)[CH2:39][CH2:38]3)=[CH:32][CH:31]=2)=[CH:21][CH:20]=1)(C(C)(C)C)(C1C=CC=CC=1)C1C=CC=CC=1. Given the product [OH:54][C@@H:25]([CH2:26][NH:27][CH2:28][CH2:29][C:30]1[CH:31]=[CH:32][C:33]([NH:36][CH:37]2[CH2:42][CH2:41][N:40]([C:43]3[S:44][CH:45]=[C:46]([C:48]4[CH:49]=[CH:50][CH:51]=[CH:52][CH:53]=4)[N:47]=3)[CH2:39][CH2:38]2)=[CH:34][CH:35]=1)[CH2:24][O:23][C:22]1[CH:55]=[CH:56][C:19]([OH:18])=[CH:20][CH:21]=1, predict the reactants needed to synthesize it. (3) Given the product [Br:1][C:2]1[CH:3]=[C:4]([N:11]([CH2:12][CH2:13][C:14]([F:15])([F:16])[F:17])[C:18](=[O:19])[O:20][C:21]([CH3:24])([CH3:23])[CH3:22])[C:5]2[N:6]([CH:8]=[CH:9][N:10]=2)[N:7]=1, predict the reactants needed to synthesize it. The reactants are: [Br:1][C:2]1[CH:3]=[C:4]([NH:11][CH2:12][CH2:13][C:14]([F:17])([F:16])[F:15])[C:5]2[N:6]([CH:8]=[CH:9][N:10]=2)[N:7]=1.[C:18](O[C:18]([O:20][C:21]([CH3:24])([CH3:23])[CH3:22])=[O:19])([O:20][C:21]([CH3:24])([CH3:23])[CH3:22])=[O:19].C(OCC)(=O)C. (4) Given the product [CH3:30][CH2:15][CH2:14][CH:22]([CH3:21])[CH3:17].[OH:6][C:7]1[CH:8]=[C:9]([S:13][C:14]2[C:22]3[C:21](=[O:23])[N:20]([CH3:24])[C:19](=[O:25])[N:18]([CH2:26][CH:27]([CH3:28])[CH3:29])[C:17]=3[S:16][C:15]=2[CH2:30][C:31]2[C:40]3[C:35](=[CH:36][CH:37]=[CH:38][CH:39]=3)[CH:34]=[CH:33][CH:32]=2)[CH:10]=[CH:11][CH:12]=1, predict the reactants needed to synthesize it. The reactants are: B(Br)(Br)Br.C[O:6][C:7]1[CH:8]=[C:9]([S:13][C:14]2[C:22]3[C:21](=[O:23])[N:20]([CH3:24])[C:19](=[O:25])[N:18]([CH2:26][CH:27]([CH3:29])[CH3:28])[C:17]=3[S:16][C:15]=2[CH2:30][C:31]2[C:40]3[C:35](=[CH:36][CH:37]=[CH:38][CH:39]=3)[CH:34]=[CH:33][CH:32]=2)[CH:10]=[CH:11][CH:12]=1.C(=O)([O-])O.[Na+]. (5) Given the product [C:13]([O:16][C:17]1[C:18]([CH3:26])=[C:19]([CH:23]=[CH:24][CH:25]=1)[C:20]([Cl:29])=[O:21])(=[O:15])[CH3:14], predict the reactants needed to synthesize it. The reactants are: C(OC(=O)C)(=O)C.S(=O)(=O)(O)O.[C:13]([O:16][C:17]1[C:18]([CH3:26])=[C:19]([CH:23]=[CH:24][CH:25]=1)[C:20](O)=[O:21])(=[O:15])[CH3:14].S(Cl)([Cl:29])=O.